From a dataset of Full USPTO retrosynthesis dataset with 1.9M reactions from patents (1976-2016). Predict the reactants needed to synthesize the given product. (1) Given the product [Br:1][C:2]1[C:3]([S:17]([CH3:18])(=[O:24])=[O:30])=[N:4][C:5]([NH:8][C:9]2[CH:14]=[CH:13][C:12]([F:15])=[C:11]([Cl:16])[CH:10]=2)=[N:6][CH:7]=1, predict the reactants needed to synthesize it. The reactants are: [Br:1][C:2]1[C:3]([S:17][CH3:18])=[N:4][C:5]([NH:8][C:9]2[CH:14]=[CH:13][C:12]([F:15])=[C:11]([Cl:16])[CH:10]=2)=[N:6][CH:7]=1.ClC1C=C(C=CC=1)C(OO)=[O:24].[OH-:30].[Na+]. (2) Given the product [C:13]([O:12][C:11]([N:10]([CH2:9][C@@H:8]([C:4]1[CH:5]=[CH:6][CH:7]=[C:2]([Cl:1])[CH:3]=1)[OH:27])[CH2:18][CH2:19][C:20]1[CH:25]=[CH:24][C:23]([O:26][C:40]2[C:35]([Cl:34])=[CH:36][C:37]([C:42]([O:44][CH3:45])=[O:43])=[CH:38][N:39]=2)=[CH:22][CH:21]=1)=[O:17])([CH3:16])([CH3:14])[CH3:15], predict the reactants needed to synthesize it. The reactants are: [Cl:1][C:2]1[CH:3]=[C:4]([C@@H:8]([OH:27])[CH2:9][N:10]([CH2:18][CH2:19][C:20]2[CH:25]=[CH:24][C:23]([OH:26])=[CH:22][CH:21]=2)[C:11](=[O:17])[O:12][C:13]([CH3:16])([CH3:15])[CH3:14])[CH:5]=[CH:6][CH:7]=1.C(=O)([O-])[O-].[K+].[K+].[Cl:34][C:35]1[CH:36]=[C:37]([C:42]([O:44][CH3:45])=[O:43])[CH:38]=[N:39][C:40]=1Cl. (3) Given the product [N:11]([CH2:10][C@H:9]1[O:14][C:6](=[O:22])[N:7]([CH3:25])[C@H:8]1[CH2:15][C:16]1[CH:17]=[CH:18][CH:19]=[CH:20][CH:21]=1)=[N+:12]=[N-:13], predict the reactants needed to synthesize it. The reactants are: C(O[C:6](=[O:22])[NH:7][C@@H:8]([CH2:15][C:16]1[CH:21]=[CH:20][CH:19]=[CH:18][CH:17]=1)[C@H:9]([OH:14])[CH2:10][N:11]=[N+:12]=[N-:13])(C)(C)C.[H-].[Na+].[CH3:25]I. (4) Given the product [Cl:10][C:5]1[CH:6]=[N:7][CH:8]=[CH:9][C:4]=1[CH2:3][S:11][C:12]1[N:17]=[C:16]([OH:18])[CH:15]=[C:14]([C:19]([F:22])([F:20])[F:21])[N:13]=1, predict the reactants needed to synthesize it. The reactants are: Br.Br[CH2:3][C:4]1[CH:9]=[CH:8][N:7]=[CH:6][C:5]=1[Cl:10].[SH:11][C:12]1[N:17]=[C:16]([OH:18])[CH:15]=[C:14]([C:19]([F:22])([F:21])[F:20])[N:13]=1.C(N(CC)CC)C. (5) Given the product [CH:2]12[CH2:1][CH:5]([CH:16]=[CH:17]1)[CH2:4][CH:3]2[C:6]([O:10][C:11]([CH3:14])([CH3:13])[CH3:12])=[O:9], predict the reactants needed to synthesize it. The reactants are: [CH:1]1[CH2:5][CH:4]=[CH:3][CH:2]=1.[C:6]([O:10][C:11]([CH3:14])([CH3:13])[CH3:12])(=[O:9])C=C.O1CC[CH2:17][CH2:16]1. (6) The reactants are: [C:1]([OH:4])(=O)[CH3:2].C1C=CC2N(O)N=NC=2C=1.CN1CCOCC1.C(Cl)CCl.[NH2:26][C:27]1[CH:28]=[C:29]([C:33]2[N:38]=[C:37]([NH:39][C:40]3[CH:45]=[C:44]([O:46][CH3:47])[C:43]([O:48][CH3:49])=[C:42]([O:50][CH3:51])[CH:41]=3)[C:36]3=[C:52]([CH3:56])[N:53]=[C:54]([CH3:55])[N:35]3[N:34]=2)[CH:30]=[CH:31][CH:32]=1. Given the product [CH3:56][C:52]1[N:53]=[C:54]([CH3:55])[N:35]2[C:36]=1[C:37]([NH:39][C:40]1[CH:41]=[C:42]([O:50][CH3:51])[C:43]([O:48][CH3:49])=[C:44]([O:46][CH3:47])[CH:45]=1)=[N:38][C:33]([C:29]1[CH:28]=[C:27]([NH:26][C:1](=[O:4])[CH3:2])[CH:32]=[CH:31][CH:30]=1)=[N:34]2, predict the reactants needed to synthesize it.